Dataset: Full USPTO retrosynthesis dataset with 1.9M reactions from patents (1976-2016). Task: Predict the reactants needed to synthesize the given product. (1) Given the product [CH3:1][C:2]1[CH:7]=[C:6]([O:8][CH:9]2[CH2:10][CH2:11][NH:12][CH2:13][CH2:14]2)[CH:5]=[C:4]([CH3:15])[C:3]=1[C:16]1[CH:21]=[CH:20][CH:19]=[C:18]([CH2:22][O:23][C:24]2[CH:37]=[CH:36][C:27]3[C@H:28]([CH2:31][C:32]([OH:34])=[O:33])[CH2:29][O:30][C:26]=3[CH:25]=2)[CH:17]=1, predict the reactants needed to synthesize it. The reactants are: [CH3:1][C:2]1[CH:7]=[C:6]([O:8][CH:9]2[CH2:14][CH2:13][NH:12][CH2:11][CH2:10]2)[CH:5]=[C:4]([CH3:15])[C:3]=1[C:16]1[CH:21]=[CH:20][CH:19]=[C:18]([CH2:22][O:23][C:24]2[CH:37]=[CH:36][C:27]3[C@H:28]([CH2:31][C:32]([O:34]C)=[O:33])[CH2:29][O:30][C:26]=3[CH:25]=2)[CH:17]=1.[OH-].[Na+]. (2) Given the product [NH2:33][C:3]1[CH:4]=[C:5]([CH:31]=[CH:32][C:2]=1[CH3:1])[C:6]([NH:8][C:9]1[C:18]2[C:17]([S:19]([OH:22])(=[O:21])=[O:20])=[CH:16][C:15]([S:23]([OH:26])(=[O:24])=[O:25])=[CH:14][C:13]=2[C:12]([S:27]([OH:30])(=[O:29])=[O:28])=[CH:11][CH:10]=1)=[O:7], predict the reactants needed to synthesize it. The reactants are: [CH3:1][C:2]1[CH:32]=[CH:31][C:5]([C:6]([NH:8][C:9]2[C:18]3[C:17]([S:19]([OH:22])(=[O:21])=[O:20])=[CH:16][C:15]([S:23]([OH:26])(=[O:25])=[O:24])=[CH:14][C:13]=3[C:12]([S:27]([OH:30])(=[O:29])=[O:28])=[CH:11][CH:10]=2)=[O:7])=[CH:4][C:3]=1[N+:33]([O-])=O.